Dataset: Forward reaction prediction with 1.9M reactions from USPTO patents (1976-2016). Task: Predict the product of the given reaction. Given the reactants [C:1]([O:5][C:6]([N:8]([CH2:13][C:14]([OH:16])=O)[CH2:9][C:10]([OH:12])=[O:11])=[O:7])([CH3:4])([CH3:3])[CH3:2].C1(N=C=NC2CCCCC2)CCCCC1.[NH:32]1[CH2:39][CH2:38][CH2:37][C@H:33]1[C:34]([NH2:36])=[O:35], predict the reaction product. The product is: [C:1]([O:5][C:6]([N:8]([CH2:9][C:10]([OH:12])=[O:11])[CH2:13][C:14]([N:32]1[CH2:39][CH2:38][CH2:37][CH:33]1[C:34](=[O:35])[NH2:36])=[O:16])=[O:7])([CH3:2])([CH3:3])[CH3:4].